Task: Predict the product of the given reaction.. Dataset: Forward reaction prediction with 1.9M reactions from USPTO patents (1976-2016) (1) Given the reactants Cl.[NH2:2][C:3]([CH3:20])([CH3:19])[CH2:4][CH2:5][CH2:6][N:7]1[C:11]2[C:12]([F:16])=[CH:13][CH:14]=[CH:15][C:10]=2[N:9]([CH3:17])[C:8]1=[O:18].[CH2:21]([O:28][C:29]1[CH:30]=[C:31]([C:40](=[O:46])[CH:41](OCC)O)[C:32]2[O:37][CH2:36][C:35](=[O:38])[NH:34][C:33]=2[CH:39]=1)[C:22]1[CH:27]=[CH:26][CH:25]=[CH:24][CH:23]=1, predict the reaction product. The product is: [CH2:21]([O:28][C:29]1[CH:30]=[C:31]([CH:40]([OH:46])[CH2:41][NH:2][C:3]([CH3:20])([CH3:19])[CH2:4][CH2:5][CH2:6][N:7]2[C:11]3[C:12]([F:16])=[CH:13][CH:14]=[CH:15][C:10]=3[N:9]([CH3:17])[C:8]2=[O:18])[C:32]2[O:37][CH2:36][C:35](=[O:38])[NH:34][C:33]=2[CH:39]=1)[C:22]1[CH:23]=[CH:24][CH:25]=[CH:26][CH:27]=1. (2) The product is: [Cl:1][C:2]1[CH:12]=[CH:11][CH:10]=[C:9]([Cl:13])[C:3]=1[C:4]([NH:6][C:7]([N:26]([C:18]1[CH:19]=[CH:20][C:21]([C:22]([O:24][CH3:25])=[O:23])=[C:16]([O:15][CH3:14])[CH:17]=1)[NH:27][C:28]([O:30][C:31]([CH3:34])([CH3:33])[CH3:32])=[O:29])=[O:8])=[O:5]. Given the reactants [Cl:1][C:2]1[CH:12]=[CH:11][CH:10]=[C:9]([Cl:13])[C:3]=1[C:4]([N:6]=[C:7]=[O:8])=[O:5].[CH3:14][O:15][C:16]1[CH:17]=[C:18]([NH:26][NH:27][C:28]([O:30][C:31]([CH3:34])([CH3:33])[CH3:32])=[O:29])[CH:19]=[CH:20][C:21]=1[C:22]([O:24][CH3:25])=[O:23], predict the reaction product. (3) Given the reactants C1(P(=[C:20]2[CH2:25][C:24](=[O:26])[NH:23][C:21]2=[O:22])(C2C=CC=CC=2)C2C=CC=CC=2)C=CC=CC=1.[N:27]1([C:32]2[CH:37]=[CH:36][C:35]([NH:38][C:39]3[C:44]([CH3:45])=[C:43]([NH:46][CH:47]4[CH2:49][CH2:48]4)[N:42]4[N:50]=[CH:51][C:52]([CH:53]=O)=[C:41]4[N:40]=3)=[CH:34][CH:33]=2)[CH:31]=[CH:30][CH:29]=[N:28]1, predict the reaction product. The product is: [N:27]1([C:32]2[CH:33]=[CH:34][C:35]([NH:38][C:39]3[C:44]([CH3:45])=[C:43]([NH:46][CH:47]4[CH2:49][CH2:48]4)[N:42]4[N:50]=[CH:51][C:52]([CH:53]=[C:20]5[CH2:25][C:24](=[O:26])[NH:23][C:21]5=[O:22])=[C:41]4[N:40]=3)=[CH:36][CH:37]=2)[CH:31]=[CH:30][CH:29]=[N:28]1. (4) Given the reactants [ClH:1].O1CCOCC1.[NH2:8][CH:9]([CH2:37][O:38]C(C)(C)C)[C:10]([NH:12][C:13]1[CH:18]=[C:17]([C:19]([C:23]2[CH:28]=[C:27]([O:29][CH3:30])[C:26]([O:31][CH3:32])=[C:25]([O:33][CH3:34])[CH:24]=2)=[CH:20][C:21]#[N:22])[CH:16]=[CH:15][C:14]=1[O:35][CH3:36])=[O:11].CCOCC, predict the reaction product. The product is: [ClH:1].[NH2:8][CH:9]([CH2:37][OH:38])[C:10]([NH:12][C:13]1[CH:18]=[C:17]([C:19]([C:23]2[CH:28]=[C:27]([O:29][CH3:30])[C:26]([O:31][CH3:32])=[C:25]([O:33][CH3:34])[CH:24]=2)=[CH:20][C:21]#[N:22])[CH:16]=[CH:15][C:14]=1[O:35][CH3:36])=[O:11]. (5) Given the reactants [OH-].[Na+].[Cl:3][C:4]1[CH:9]=[C:8]([Cl:10])[CH:7]=[CH:6][C:5]=1B(O)O, predict the reaction product. The product is: [Cl:3][C:4]1[CH:9]=[C:8]([Cl:10])[CH:7]=[CH:6][C:5]=1[C:4]1[CH2:9][CH2:8][CH2:7][CH2:6][CH:5]=1. (6) Given the reactants [CH:1]([N:4]1[CH2:9][CH2:8][N:7]([C:10]([C:12]2[CH:19]=[CH:18][C:15]([CH:16]=[O:17])=[CH:14][CH:13]=2)=O)[CH2:6][CH2:5]1)([CH3:3])[CH3:2].Cl.Cl.[CH:22]([N:25]1[CH2:30][CH2:29][NH:28][CH2:27][CH2:26]1)([CH3:24])[CH3:23], predict the reaction product. The product is: [CH:22]([N:25]1[CH2:30][CH2:29][N:28]([C:16]([C:15]2[CH:18]=[CH:19][C:12]([CH2:10][N:7]3[CH2:8][CH2:9][N:4]([CH:1]([CH3:3])[CH3:2])[CH2:5][CH2:6]3)=[CH:13][CH:14]=2)=[O:17])[CH2:27][CH2:26]1)([CH3:24])[CH3:23]. (7) Given the reactants [NH:1]1[C:9]2[C:4](=[CH:5][CH:6]=[CH:7][CH:8]=2)[C:3](=[O:10])[C:2]1=[O:11].I[CH2:13][CH2:14][F:15].C(=O)([O-])[O-].[K+].[K+], predict the reaction product. The product is: [F:15][CH2:14][CH2:13][N:1]1[C:9]2[C:4](=[CH:5][CH:6]=[CH:7][CH:8]=2)[C:3](=[O:10])[C:2]1=[O:11]. (8) The product is: [Cl:11][C:9]1[CH:10]=[C:2]([C:17]#[N:18])[CH:3]=[C:4]2[C:8]=1[C:7](=[O:12])[N:6]([CH2:13][CH:14]1[CH2:16][CH2:15]1)[CH2:5]2. Given the reactants Br[C:2]1[CH:3]=[C:4]2[C:8](=[C:9]([Cl:11])[CH:10]=1)[C:7](=[O:12])[N:6]([CH2:13][CH:14]1[CH2:16][CH2:15]1)[CH2:5]2.[CH3:17][N:18](C=O)C, predict the reaction product. (9) The product is: [C:1]([C:3]1[CH:8]=[CH:7][C:6]([C:9]2[CH:10]=[N:11][N:12]([C:15]3[CH:23]=[CH:22][C:18]([C:19]([N:34]([CH2:33][CH:30]4[CH2:31][CH2:32][N:28]([CH:25]([CH3:27])[CH3:26])[CH2:29]4)[CH3:35])=[O:21])=[CH:17][N:16]=3)[C:13]=2[OH:14])=[C:5]([CH3:24])[CH:4]=1)#[N:2]. Given the reactants [C:1]([C:3]1[CH:8]=[CH:7][C:6]([C:9]2[CH:10]=[N:11][N:12]([C:15]3[CH:23]=[CH:22][C:18]([C:19]([OH:21])=O)=[CH:17][N:16]=3)[C:13]=2[OH:14])=[C:5]([CH3:24])[CH:4]=1)#[N:2].[CH:25]([N:28]1[CH2:32][CH2:31][CH:30]([CH2:33][NH:34][CH3:35])[CH2:29]1)([CH3:27])[CH3:26], predict the reaction product.